From a dataset of Peptide-MHC class I binding affinity with 185,985 pairs from IEDB/IMGT. Regression. Given a peptide amino acid sequence and an MHC pseudo amino acid sequence, predict their binding affinity value. This is MHC class I binding data. The peptide sequence is RAIRGEQLL. The MHC is Mamu-B8301 with pseudo-sequence Mamu-B8301. The binding affinity (normalized) is 0.